From a dataset of Peptide-MHC class II binding affinity with 134,281 pairs from IEDB. Regression. Given a peptide amino acid sequence and an MHC pseudo amino acid sequence, predict their binding affinity value. This is MHC class II binding data. (1) The peptide sequence is FVAGAKYMVIQGEPG. The MHC is DRB1_1101 with pseudo-sequence DRB1_1101. The binding affinity (normalized) is 0.435. (2) The MHC is DRB1_0101 with pseudo-sequence DRB1_0101. The binding affinity (normalized) is 0.446. The peptide sequence is CELQIVDKIDAAFKI. (3) The peptide sequence is SQDLELSWNLNRLQAY. The MHC is HLA-DQA10301-DQB10302 with pseudo-sequence HLA-DQA10301-DQB10302. The binding affinity (normalized) is 0.497. (4) The peptide sequence is FFTLGSITAQPVKID. The MHC is DRB1_1101 with pseudo-sequence DRB1_1101. The binding affinity (normalized) is 0.399. (5) The peptide sequence is APEVKYTVFETALKK. The MHC is DRB1_1501 with pseudo-sequence DRB1_1501. The binding affinity (normalized) is 0.415. (6) The peptide sequence is ATPEAKFDSFVAAFT. The MHC is DRB1_1501 with pseudo-sequence DRB1_1501. The binding affinity (normalized) is 0.612. (7) The peptide sequence is ERIFKRFDTNGDGKI. The MHC is HLA-DQA10501-DQB10201 with pseudo-sequence HLA-DQA10501-DQB10201. The binding affinity (normalized) is 0.122. (8) The peptide sequence is KKLIPSWASVKEDLV. The MHC is DRB1_0801 with pseudo-sequence DRB1_0801. The binding affinity (normalized) is 0.318. (9) The peptide sequence is MKEGRYEVRAELPGV. The MHC is HLA-DPA10103-DPB10401 with pseudo-sequence HLA-DPA10103-DPB10401. The binding affinity (normalized) is 0.0871. (10) The peptide sequence is DMGFDAAALAPEHQP. The MHC is HLA-DQA10501-DQB10301 with pseudo-sequence HLA-DQA10501-DQB10301. The binding affinity (normalized) is 0.225.